Dataset: Reaction yield outcomes from USPTO patents with 853,638 reactions. Task: Predict the reaction yield, written as a fraction of the theoretical maximum amount of product (1.0 means a 100% yield; for example, 0.34 means a 34% yield). (1) The reactants are [H-].[Na+].[NH:3]1[CH:7]=[CH:6][CH:5]=[C:4]1[C:8]([O:10][CH3:11])=[O:9].C1C=CC(OP(O[NH2:29])(OC2C=CC=CC=2)=O)=CC=1.S([O-])([O-])(=O)=S.[Na+].[Na+]. The catalyst is CN(C=O)C.C(OCC)C. The product is [NH2:29][N:3]1[CH:7]=[CH:6][CH:5]=[C:4]1[C:8]([O:10][CH3:11])=[O:9]. The yield is 0.811. (2) The catalyst is [Pd].C(OCC)(=O)C. The yield is 0.912. The reactants are C([O:8][C:9]1[CH:19]=[CH:18][C:12]([C:13]([N:15]([CH3:17])[CH3:16])=[O:14])=[CH:11][C:10]=1[C:20]([NH:22][C:23]1[CH:28]=[C:27]([C:29]([F:32])([F:31])[F:30])[CH:26]=[C:25]([C:33]([F:36])([F:35])[F:34])[CH:24]=1)=[O:21])C1C=CC=CC=1.C(O)C. The product is [F:30][C:29]([F:31])([F:32])[C:27]1[CH:28]=[C:23]([NH:22][C:20](=[O:21])[C:10]2[CH:11]=[C:12]([CH:18]=[CH:19][C:9]=2[OH:8])[C:13]([N:15]([CH3:17])[CH3:16])=[O:14])[CH:24]=[C:25]([C:33]([F:35])([F:34])[F:36])[CH:26]=1. (3) The reactants are [C:1]([C:4]1[CH:9]=[CH:8][C:7]([O:10][CH3:11])=[CH:6][C:5]=1[NH:12][C:13]([C:15]1[S:16][CH:17]=[C:18]([CH:20]([CH3:22])[CH3:21])[N:19]=1)=O)(=[O:3])[CH3:2].CC(C)([O-])C.[K+]. The catalyst is CC(O)(C)C. The product is [CH:20]([C:18]1[N:19]=[C:15]([C:13]2[CH:2]=[C:1]([OH:3])[C:4]3[C:5](=[CH:6][C:7]([O:10][CH3:11])=[CH:8][CH:9]=3)[N:12]=2)[S:16][CH:17]=1)([CH3:22])[CH3:21]. The yield is 0.710. (4) The reactants are [C:1]12[C:7](=[CH:8][CH:9]=[CH:10][CH:11]=1)[NH:6]C(=O)[O:4][C:2]2=O.O1CCCC1.[CH2:18]([NH2:21])[C:19]#[CH:20]. No catalyst specified. The product is [NH2:6][C:7]1[CH:8]=[CH:9][CH:10]=[CH:11][C:1]=1[C:2]([NH:21][CH2:18][C:19]#[CH:20])=[O:4]. The yield is 1.00. (5) The reactants are [Br:1][C:2]1[CH:20]=[CH:19][C:5]([NH:6][CH2:7][C:8]2[CH:18]=[CH:17][C:11]3[N:12]=[C:13]([S:15][CH3:16])[O:14][C:10]=3[CH:9]=2)=[C:4]([N+:21]([O-])=O)[CH:3]=1.CC(O)=O.CO. The catalyst is C(Cl)Cl.[Zn]. The product is [Br:1][C:2]1[CH:3]=[C:4]([NH2:21])[C:5]([NH:6][CH2:7][C:8]2[CH:18]=[CH:17][C:11]3[N:12]=[C:13]([S:15][CH3:16])[O:14][C:10]=3[CH:9]=2)=[CH:19][CH:20]=1. The yield is 0.719. (6) The reactants are [CH3:1][O:2][C:3](=[O:20])[C:4]1[CH:13]=[C:12]([S:14][C:15](=[O:19])[N:16]([CH3:18])[CH3:17])[CH:11]=[C:6]([C:7]([O:9]C)=[O:8])[CH:5]=1.[OH-].[Na+]. The catalyst is C1COCC1. The product is [CH3:1][O:2][C:3](=[O:20])[C:4]1[CH:13]=[C:12]([S:14][C:15](=[O:19])[N:16]([CH3:17])[CH3:18])[CH:11]=[C:6]([C:7]([OH:9])=[O:8])[CH:5]=1. The yield is 0.790.